This data is from Full USPTO retrosynthesis dataset with 1.9M reactions from patents (1976-2016). The task is: Predict the reactants needed to synthesize the given product. (1) Given the product [Cl:1][C:2]1[N:7]=[C:6]([NH:19][C@H:20]2[CH2:24][CH2:23][N:22]([C:25]([O:27][C:28]([CH3:31])([CH3:30])[CH3:29])=[O:26])[CH2:21]2)[C:5]([F:9])=[CH:4][N:3]=1, predict the reactants needed to synthesize it. The reactants are: [Cl:1][C:2]1[N:7]=[C:6](Cl)[C:5]([F:9])=[CH:4][N:3]=1.CCN(C(C)C)C(C)C.[NH2:19][C@H:20]1[CH2:24][CH2:23][N:22]([C:25]([O:27][C:28]([CH3:31])([CH3:30])[CH3:29])=[O:26])[CH2:21]1. (2) Given the product [CH:16]1([CH2:19][CH:20]2[CH:22]3[CH:21]2[CH2:1][CH2:25][CH:23]3[OH:24])[CH2:18][CH2:17]1, predict the reactants needed to synthesize it. The reactants are: [CH3:1]C1CCCN(C)C1(C)C.C([Li])CCC.[CH:16]1([CH2:19][CH:20]=[CH:21][CH2:22][CH:23]2[CH2:25][O:24]2)[CH2:18][CH2:17]1. (3) Given the product [Cl:1][C:2]1[CH:3]=[CH:4][C:5]([C:8]2[C:12]([CH2:13][O:14][C:15]3[CH:23]=[CH:22][C:18]([C:19]([NH:25][C@H:26]([CH3:27])[CH2:28][OH:29])=[O:21])=[CH:17][N:16]=3)=[C:11]([CH3:24])[O:10][N:9]=2)=[CH:6][CH:7]=1, predict the reactants needed to synthesize it. The reactants are: [Cl:1][C:2]1[CH:7]=[CH:6][C:5]([C:8]2[C:12]([CH2:13][O:14][C:15]3[CH:23]=[CH:22][C:18]([C:19]([OH:21])=O)=[CH:17][N:16]=3)=[C:11]([CH3:24])[O:10][N:9]=2)=[CH:4][CH:3]=1.[NH2:25][C@@H:26]([CH2:28][OH:29])[CH3:27]. (4) Given the product [Cl:17][C:6]1[N:5]=[CH:4][N:3]([CH2:1][CH3:2])[C:7]=1[CH2:8][S:35][C:33]1[N:32]=[C:31]([OH:36])[CH:30]=[C:29]([CH3:28])[N:34]=1, predict the reactants needed to synthesize it. The reactants are: [CH2:1]([N:3]1[C:7]([CH2:8]O)=[CH:6][N:5]=[CH:4]1)[CH3:2].C1C(=O)N([Cl:17])C(=O)C1.P(Br)(Br)Br.C(=O)([O-])[O-].[K+].[K+].[CH3:28][C:29]1[N:34]=[C:33]([SH:35])[N:32]=[C:31]([OH:36])[CH:30]=1. (5) The reactants are: [Cl:1][C:2]1[CH:7]=[CH:6][CH:5]=[CH:4][C:3]=1[C:8]1[O:12][C:11](I)=[N:10][C:9]=1[C:14]([NH2:16])=[O:15].[CH3:17][C:18]1[C:19]([Sn](C)(C)C)=[CH:20][C:21]([NH:24][C:25]([CH:27]2[CH2:29][CH2:28]2)=[O:26])=[N:22][CH:23]=1.[Cl-].[Li+]. Given the product [Cl:1][C:2]1[CH:7]=[CH:6][CH:5]=[CH:4][C:3]=1[C:8]1[O:12][C:11]([C:19]2[C:18]([CH3:17])=[CH:23][N:22]=[C:21]([NH:24][C:25]([CH:27]3[CH2:29][CH2:28]3)=[O:26])[CH:20]=2)=[N:10][C:9]=1[C:14]([NH2:16])=[O:15], predict the reactants needed to synthesize it. (6) Given the product [Cl:16][CH2:12][C:9]1[CH:10]=[CH:11][C:6]([N:2]2[N:3]=[CH:4][CH:5]=[N:1]2)=[CH:7][CH:8]=1, predict the reactants needed to synthesize it. The reactants are: [N:1]1[N:2]([C:6]2[CH:11]=[CH:10][C:9]([CH2:12]O)=[CH:8][CH:7]=2)[N:3]=[CH:4][CH:5]=1.S(Cl)([Cl:16])=O.C([O-])(O)=O.[Na+]. (7) Given the product [C:1]([O:5][C:6](=[O:23])[NH:7][C@@H:8]1[CH2:13][CH2:12][C@H:11]([OH:14])[C@H:10]([CH3:22])[CH2:9]1)([CH3:4])([CH3:2])[CH3:3], predict the reactants needed to synthesize it. The reactants are: [C:1]([O:5][C:6](=[O:23])[NH:7][C@@H:8]1[CH2:13][CH2:12][C@@H:11]([O:14]CC2C=CC=CC=2)[C@@H:10]([CH3:22])[CH2:9]1)([CH3:4])([CH3:3])[CH3:2]. (8) Given the product [CH:1]1([CH2:4][O:5][C:6]2[N:11]=[C:10]([C:12]([N:24]3[CH2:25][CH2:26][N:21]([CH2:27][CH2:28][OH:29])[CH2:22][CH2:23]3)=[O:14])[CH:9]=[N:8][C:7]=2[N:15]2[CH2:18][C:17]([F:20])([F:19])[CH2:16]2)[CH2:2][CH2:3]1, predict the reactants needed to synthesize it. The reactants are: [CH:1]1([CH2:4][O:5][C:6]2[N:11]=[C:10]([C:12]([OH:14])=O)[CH:9]=[N:8][C:7]=2[N:15]2[CH2:18][C:17]([F:20])([F:19])[CH2:16]2)[CH2:3][CH2:2]1.[N:21]1([CH2:27][CH2:28][OH:29])[CH2:26][CH2:25][NH:24][CH2:23][CH2:22]1. (9) Given the product [NH:36]1[CH2:41][CH2:40][NH:39][CH2:38][CH2:37]1.[OH:1][C:2]1[CH:7]=[CH:6][C:5]([CH2:8][CH2:9][S:10][CH:11]([CH2:15][C:16]2[CH:21]=[CH:20][C:19]([CH2:22][CH2:23][O:24][C:25]3[CH:26]=[CH:27][C:28]([O:31][S:32]([CH3:35])(=[O:34])=[O:33])=[CH:29][CH:30]=3)=[CH:18][CH:17]=2)[C:12]([OH:14])=[O:13])=[CH:4][CH:3]=1, predict the reactants needed to synthesize it. The reactants are: [OH:1][C:2]1[CH:7]=[CH:6][C:5]([CH2:8][CH2:9][S:10][CH:11]([CH2:15][C:16]2[CH:21]=[CH:20][C:19]([CH2:22][CH2:23][O:24][C:25]3[CH:30]=[CH:29][C:28]([O:31][S:32]([CH3:35])(=[O:34])=[O:33])=[CH:27][CH:26]=3)=[CH:18][CH:17]=2)[C:12]([OH:14])=[O:13])=[CH:4][CH:3]=1.[NH:36]1[CH2:41][CH2:40][NH:39][CH2:38][CH2:37]1. (10) Given the product [CH3:2][C:3]1[CH:8]=[CH:7][C:6]([C:9]([C:10]2[CH:26]=[CH:25][C:24](=[O:27])[N:15]3[C:14]4[CH2:16][CH2:17][CH2:18][CH2:19][C:13]=4[NH:12][C:11]=23)=[O:20])=[CH:5][CH:4]=1, predict the reactants needed to synthesize it. The reactants are: Cl.[CH3:2][C:3]1[CH:8]=[CH:7][C:6]([C:9](=[O:20])[CH2:10][C:11]2[NH:15][C:14]3[CH2:16][CH2:17][CH2:18][CH2:19][C:13]=3[N:12]=2)=[CH:5][CH:4]=1.C[O-].[Na+].[C:24](OC)(=[O:27])[C:25]#[CH:26].